Dataset: Reaction yield outcomes from USPTO patents with 853,638 reactions. Task: Predict the reaction yield, written as a fraction of the theoretical maximum amount of product (1.0 means a 100% yield; for example, 0.34 means a 34% yield). The reactants are [CH3:1][C:2]1[C:6]([CH2:7][N:8]2[CH:12]=[C:11]([N:13]3[C:17](=[O:18])[CH2:16][NH:15][C:14]3=[O:19])[CH:10]=[N:9]2)=[C:5]([CH3:20])[O:4][N:3]=1.Cl.[CH3:22][O:23][C:24]1[C:25]([CH2:32]Cl)=[N:26][CH:27]=[CH:28][C:29]=1[O:30][CH3:31]. No catalyst specified. The product is [CH3:22][O:23][C:24]1[C:25]([CH2:32][N:15]2[CH2:16][C:17](=[O:18])[N:13]([C:11]3[CH:10]=[N:9][N:8]([CH2:7][C:6]4[C:2]([CH3:1])=[N:3][O:4][C:5]=4[CH3:20])[CH:12]=3)[C:14]2=[O:19])=[N:26][CH:27]=[CH:28][C:29]=1[O:30][CH3:31]. The yield is 0.260.